From a dataset of Full USPTO retrosynthesis dataset with 1.9M reactions from patents (1976-2016). Predict the reactants needed to synthesize the given product. Given the product [CH2:1]([O:8][C:9]([N:11]1[CH2:14][CH:13]([C:15]2[O:20][C:19]([CH:21]3[CH:26]([C:27]4[CH:32]=[CH:31][CH:30]=[CH:29][CH:28]=4)[CH2:25][CH2:24][CH2:23][N:22]3[C:33]([O:35][C:36]([CH3:39])([CH3:38])[CH3:37])=[O:34])=[N:18][N:17]=2)[CH2:12]1)=[O:10])[C:2]1[CH:3]=[CH:4][CH:5]=[CH:6][CH:7]=1, predict the reactants needed to synthesize it. The reactants are: [CH2:1]([O:8][C:9]([N:11]1[CH2:14][CH:13]([C:15]([NH:17][NH:18][C:19]([CH:21]2[CH:26]([C:27]3[CH:32]=[CH:31][CH:30]=[CH:29][CH:28]=3)[CH2:25][CH2:24][CH2:23][N:22]2[C:33]([O:35][C:36]([CH3:39])([CH3:38])[CH3:37])=[O:34])=[O:20])=O)[CH2:12]1)=[O:10])[C:2]1[CH:7]=[CH:6][CH:5]=[CH:4][CH:3]=1.N1C=CN=C1.C1(P(C2C=CC=CC=2)C2C=CC=CC=2)C=CC=CC=1.C(Br)(Br)(Br)Br.